The task is: Predict the reactants needed to synthesize the given product.. This data is from Full USPTO retrosynthesis dataset with 1.9M reactions from patents (1976-2016). (1) The reactants are: [CH3:1][C:2]1[CH:11]=[CH:10][C:5]([C:6]([O:8][CH3:9])=[O:7])=[CH:4][C:3]=1[NH:12][C:13](=[O:32])[C:14]1[CH:19]=[C:18]([N:20]2[CH2:25][CH2:24][N:23]([CH:26]([CH3:28])[CH3:27])[CH2:22][CH2:21]2)[CH:17]=[CH:16][C:15]=1[N+:29]([O-])=O.[CH2:33](O)C. Given the product [CH3:1][C:2]1[CH:11]=[CH:10][C:5]([C:6]([O:8][CH3:9])=[O:7])=[CH:4][C:3]=1[N:12]1[C:13](=[O:32])[C:14]2[C:15](=[CH:16][CH:17]=[C:18]([N:20]3[CH2:25][CH2:24][N:23]([CH:26]([CH3:28])[CH3:27])[CH2:22][CH2:21]3)[CH:19]=2)[N:29]=[CH:33]1, predict the reactants needed to synthesize it. (2) Given the product [Br:8][C:6]1[N:7]=[C:2]([NH:17][CH2:16][CH:13]2[CH2:14][CH2:15][O:10][CH2:11][CH2:12]2)[C:3]([NH2:9])=[N:4][CH:5]=1, predict the reactants needed to synthesize it. The reactants are: Br[C:2]1[C:3]([NH2:9])=[N:4][CH:5]=[C:6]([Br:8])[N:7]=1.[O:10]1[CH2:15][CH2:14][CH:13]([CH2:16][NH2:17])[CH2:12][CH2:11]1. (3) Given the product [O:2]1[C:1]([C:3]2[CH:8]=[CH:7][N:6]3[C:9]([C:12]4[CH:13]=[C:14]([NH:18][C:19]([NH:21][CH2:22][C:23]([F:26])([F:25])[F:24])=[O:20])[CH:15]=[CH:16][CH:17]=4)=[CH:10][N:11]=[C:5]3[CH:4]=2)=[CH:45][N:44]=[CH:43]1, predict the reactants needed to synthesize it. The reactants are: [CH:1]([C:3]1[CH:8]=[CH:7][N:6]2[C:9]([C:12]3[CH:13]=[C:14]([NH:18][C:19]([NH:21][CH2:22][C:23]([F:26])([F:25])[F:24])=[O:20])[CH:15]=[CH:16][CH:17]=3)=[CH:10][N:11]=[C:5]2[CH:4]=1)=[O:2].C(=O)([O-])[O-].[K+].[K+].CC1C=CC(S([CH2:43][N+:44]#[C-:45])(=O)=O)=CC=1. (4) Given the product [NH2:6][C:7]1[CH:12]=[C:11]([F:13])[CH:10]=[CH:9][C:8]=1[NH:14][C:15]1[N:23]=[C:22]2[C:18]([NH:19][C:20](=[O:35])[N:21]2[C@H:24]2[C:33]3[C:28](=[C:29]([F:34])[CH:30]=[CH:31][CH:32]=3)[O:27][CH2:26][CH2:25]2)=[CH:17][N:16]=1, predict the reactants needed to synthesize it. The reactants are: COC1C=C(OC)C=CC=1C[NH:6][C:7]1[CH:12]=[C:11]([F:13])[CH:10]=[CH:9][C:8]=1[NH:14][C:15]1[N:23]=[C:22]2[C:18]([NH:19][C:20](=[O:35])[N:21]2[C@H:24]2[C:33]3[C:28](=[C:29]([F:34])[CH:30]=[CH:31][CH:32]=3)[O:27][CH2:26][CH2:25]2)=[CH:17][N:16]=1.C(O)(C(F)(F)F)=O.C([SiH](CC)CC)C. (5) Given the product [Br:18][C:12]1[O:11][C:10]([C:13]([O:15][CH2:16][CH3:17])=[O:14])=[CH:9][C:8]=1[C:4]1[CH:5]=[CH:6][CH:7]=[C:2]([Cl:1])[CH:3]=1, predict the reactants needed to synthesize it. The reactants are: [Cl:1][C:2]1[CH:3]=[C:4]([C:8]2[CH:9]=[C:10]([C:13]([O:15][CH2:16][CH3:17])=[O:14])[O:11][CH:12]=2)[CH:5]=[CH:6][CH:7]=1.[Br:18]Br.C(=O)([O-])[O-].[Na+].[Na+].